From a dataset of Forward reaction prediction with 1.9M reactions from USPTO patents (1976-2016). Predict the product of the given reaction. (1) Given the reactants [C:1]([O-:9])(=[O:8])[CH2:2][CH2:3][CH2:4][C:5]([O-:7])=[O:6].C1(=O)OC(=O)CCC1.O[N:19]1[C:23](=[O:24])[CH2:22][CH2:21][C:20]1=[O:25].C1(N=C=NC2CCCCC2)CCCCC1, predict the reaction product. The product is: [C:1]([OH:9])(=[O:8])[CH2:2][CH2:3][CH2:4][C:5]([OH:7])=[O:6].[C:20]1(=[O:25])[NH:19][C:23](=[O:24])[CH2:22][CH2:21]1. (2) Given the reactants [C:1]([O:5][C:6]([N:8]1[CH2:12][CH:11]([OH:13])[CH2:10][CH:9]1[C:14]([O:16][CH2:17][C:18]([C:20]1[CH:25]=[CH:24][C:23]([Br:26])=[CH:22][CH:21]=1)=[O:19])=[O:15])=[O:7])([CH3:4])([CH3:3])[CH3:2].[F:27][C:28]([F:36])(S(F)(=O)=O)C(O)=O, predict the reaction product. The product is: [C:1]([O:5][C:6]([N:8]1[CH2:12][CH:11]([O:13][CH:28]([F:36])[F:27])[CH2:10][CH:9]1[C:14]([O:16][CH2:17][C:18]([C:20]1[CH:25]=[CH:24][C:23]([Br:26])=[CH:22][CH:21]=1)=[O:19])=[O:15])=[O:7])([CH3:4])([CH3:2])[CH3:3].